From a dataset of Full USPTO retrosynthesis dataset with 1.9M reactions from patents (1976-2016). Predict the reactants needed to synthesize the given product. (1) Given the product [S:22]1[CH:26]=[CH:25][C:24]([CH2:27][O:13][C:14]2[CH:21]=[CH:20][C:17]([CH:18]=[O:19])=[CH:16][CH:15]=2)=[CH:23]1, predict the reactants needed to synthesize it. The reactants are: CCOC(/N=N/C(OCC)=O)=O.[OH:13][C:14]1[CH:21]=[CH:20][C:17]([CH:18]=[O:19])=[CH:16][CH:15]=1.[S:22]1[CH:26]=[CH:25][C:24]([CH2:27]O)=[CH:23]1.C1(P(C2C=CC=CC=2)C2C=CC=CC=2)C=CC=CC=1. (2) Given the product [ClH:22].[C:1]([C:5]1[CH:10]=[CH:9][C:8]([C:11]2[N:12]([C:30]([N:43]3[CH2:44][CH2:45][N:40]([CH2:39][C:38](=[O:46])[C:37]([CH3:48])([CH3:47])[CH3:36])[CH2:41][CH2:42]3)=[O:31])[C@H:13]([C:23]3[CH:24]=[CH:25][C:26]([Cl:29])=[CH:27][CH:28]=3)[C@H:14]([C:16]3[CH:17]=[CH:18][C:19]([Cl:22])=[CH:20][CH:21]=3)[N:15]=2)=[C:7]([O:33][CH2:34][CH3:35])[CH:6]=1)([CH3:4])([CH3:2])[CH3:3], predict the reactants needed to synthesize it. The reactants are: [C:1]([C:5]1[CH:10]=[CH:9][C:8]([C:11]2[N:12]([C:30](Cl)=[O:31])[C@H:13]([C:23]3[CH:28]=[CH:27][C:26]([Cl:29])=[CH:25][CH:24]=3)[C@H:14]([C:16]3[CH:21]=[CH:20][C:19]([Cl:22])=[CH:18][CH:17]=3)[N:15]=2)=[C:7]([O:33][CH2:34][CH3:35])[CH:6]=1)([CH3:4])([CH3:3])[CH3:2].[CH3:36][C:37]([CH3:48])([CH3:47])[C:38](=[O:46])[CH2:39][N:40]1[CH2:45][CH2:44][NH:43][CH2:42][CH2:41]1. (3) Given the product [Br:10][C:11]1[CH:16]=[CH:15][C:14]2[N:17]=[C:34]([C:32]3[O:33][C:29]4[CH:28]=[C:27]([C:23]5[CH:24]=[N:25][CH:26]=[C:21]([O:20][CH3:19])[CH:22]=5)[CH:37]=[CH:36][C:30]=4[N:31]=3)[NH:18][C:13]=2[CH:12]=1, predict the reactants needed to synthesize it. The reactants are: S(S([O-])=O)([O-])(=O)=O.[Na+].[Na+].[Br:10][C:11]1[CH:12]=[C:13]([NH2:18])[C:14]([NH2:17])=[CH:15][CH:16]=1.[CH3:19][O:20][C:21]1[CH:22]=[C:23]([C:27]2[CH:37]=[CH:36][C:30]3[N:31]=[C:32]([CH:34]=O)[O:33][C:29]=3[CH:28]=2)[CH:24]=[N:25][CH:26]=1. (4) Given the product [Cl:19][C:15]1[N:14]=[C:13]([C:10](=[C:2]2[N:3]([CH3:20])[C:4]3[CH:9]=[CH:8][CH:7]=[CH:6][C:5]=3[S:1]2)[C:11]#[N:12])[CH:18]=[CH:17][N:16]=1, predict the reactants needed to synthesize it. The reactants are: [S:1]1[C:5]2[CH:6]=[CH:7][CH:8]=[CH:9][C:4]=2[N:3]=[C:2]1[CH:10]([C:13]1[CH:18]=[CH:17][N:16]=[C:15]([Cl:19])[N:14]=1)[C:11]#[N:12].[C:20]([O-])([O-])=O.[K+].[K+].CI.O.